This data is from Full USPTO retrosynthesis dataset with 1.9M reactions from patents (1976-2016). The task is: Predict the reactants needed to synthesize the given product. (1) Given the product [Br:1][C:2]1[CH:3]=[C:4]([CH:20]=[CH:21][C:22]=1[O:23][CH3:24])[CH2:5][CH:6]1[C:15]2[C:10](=[CH:11][C:12]([O:18][CH3:19])=[C:13]([O:16][CH3:17])[CH:14]=2)[CH2:9][CH2:8][N:7]1[CH2:26][C:27]([NH:37][CH2:30][C:31]1[CH:36]=[CH:35][CH:34]=[CH:33][CH:32]=1)=[O:28], predict the reactants needed to synthesize it. The reactants are: [Br:1][C:2]1[CH:3]=[C:4]([CH:20]=[CH:21][C:22]=1[O:23][CH3:24])[CH2:5][CH:6]1[C:15]2[C:10](=[CH:11][C:12]([O:18][CH3:19])=[C:13]([O:16][CH3:17])[CH:14]=2)[CH2:9][CH2:8][NH:7]1.Br[CH2:26][C:27](Br)=[O:28].[CH2:30]([NH2:37])[C:31]1[CH:36]=[CH:35][CH:34]=[CH:33][CH:32]=1. (2) Given the product [Br:1][C:2]1[CH:3]=[C:4]([CH:5]([NH2:6])[CH3:11])[CH:7]=[C:8]([Cl:10])[CH:9]=1, predict the reactants needed to synthesize it. The reactants are: [Br:1][C:2]1[CH:3]=[C:4]([CH:7]=[C:8]([Cl:10])[CH:9]=1)[C:5]#[N:6].[CH3:11][Mg]Br.[H-].[Al+3].[Li+].[H-].[H-].[H-]. (3) The reactants are: [Cl:1][C:2]1[CH:19]=[CH:18][C:5]([CH2:6][N:7]2[C:11]3[CH:12]=[CH:13][C:14]([CH:16]=O)=[CH:15][C:10]=3[N:9]=[N:8]2)=[C:4]([C:20]([F:23])([F:22])[F:21])[CH:3]=1.[CH3:24][C:25]1[NH:29][N:28]=[C:27]([CH2:30][N:31]2[C:35](=[O:36])[CH2:34][S:33][C:32]2=[O:37])[N:26]=1. Given the product [Cl:1][C:2]1[CH:19]=[CH:18][C:5]([CH2:6][N:7]2[C:11]3[CH:12]=[CH:13][C:14](/[CH:16]=[C:34]4/[C:35](=[O:36])[N:31]([CH2:30][C:27]5[N:26]=[C:25]([CH3:24])[NH:29][N:28]=5)[C:32](=[O:37])[S:33]/4)=[CH:15][C:10]=3[N:9]=[N:8]2)=[C:4]([C:20]([F:23])([F:21])[F:22])[CH:3]=1, predict the reactants needed to synthesize it. (4) Given the product [NH2:1][C:2]1[C:3]2[C:10]([C:11]([C:13]3[CH:14]=[CH:15][C:16]([O:31][CH3:32])=[C:17]([NH:19][C:20]([NH:22][C:23]4[CH:28]=[CH:27][C:26]([Cl:29])=[CH:25][C:24]=4[Cl:30])=[O:21])[CH:18]=3)=[O:12])=[CH:9][N:8]([CH:33]([CH3:35])[CH3:34])[C:4]=2[N:5]=[CH:6][N:7]=1.[S:37]([O-:40])(=[O:39])(=[O:38])[CH3:36], predict the reactants needed to synthesize it. The reactants are: [NH2:1][C:2]1[C:3]2[C:10]([C:11]([C:13]3[CH:14]=[CH:15][C:16]([O:31][CH3:32])=[C:17]([NH:19][C:20]([NH:22][C:23]4[CH:28]=[CH:27][C:26]([Cl:29])=[CH:25][C:24]=4[Cl:30])=[O:21])[CH:18]=3)=[O:12])=[CH:9][N:8]([CH:33]([CH3:35])[CH3:34])[C:4]=2[N:5]=[CH:6][N:7]=1.[CH3:36][S:37]([OH:40])(=[O:39])=[O:38].